Dataset: Experimentally validated miRNA-target interactions with 360,000+ pairs, plus equal number of negative samples. Task: Binary Classification. Given a miRNA mature sequence and a target amino acid sequence, predict their likelihood of interaction. (1) The miRNA is hsa-miR-4483 with sequence GGGGUGGUCUGUUGUUG. The protein sequence of the target gene is MVLGKVKSLTISFDCLNDSNVPVYSSGDTVSGRVNLEVTGEIRVKSLKIHARGHAKVRWTESRNAGSNTAYTQNYTEEVEYFNHKDILIGHERDDDNSEEGFHTIHSGRHEYAFSFELPQTPLATSFEGRHGSVRYWVKAELHRPWLLPVKLKKEFTVFEHIDINTPSLLSPQAGTKEKTLCCWFCTSGPISLSAKIERKGYTPGESIQIFAEIENCSSRMVVPKAAIYQTQAFYAKGKMKEVKQLVANLRGESLSSGKTETWNGKLLKIPPVSPSILDCSIIRVEYSLMVYVDIPGAMD.... Result: 0 (no interaction). (2) The miRNA is ssc-miR-361-3p with sequence CCCCCAGGUGUGAUUCUGAUUUGC. The protein sequence of the target gene is MGQSPSPRSPHGSPPTLSTLTLLLLLCGQAHSQCKILRCNAEYVSSTLSLRGGGSPDTPRGGGRGGLASGGLCRALRSYALCTRRTARTCRGDLAFHSAVHGIEDLMIQHNCSRQGPTAPPPARGPALPGAGPAPLTPDPCDYEARFSRLHGRAPGFLHCASFGDPHVRSFHNQFHTCRVQGAWPLLDNDFLFVQATSSPVSSGANATTIRKITIIFKNMQECIDQKVYQAEVDNLPAAFEDGSINGGDRPGGSSLSIQTANLGSHVEIRAAYIGTTIIIRQTAGQLSFSIRVAEDVARA.... Result: 0 (no interaction). (3) The miRNA is hsa-miR-6746-5p with sequence CCGGGAGAAGGAGGUGGCCUGG. The protein sequence of the target gene is MSEDSSALPWSINRDDYELQEVIGSGATAVVQAAYCAPKKERVAIKRINLEKCQTSMDELLKEIQAMSQCHHPNIVSYYTSFVVKDELWLVMKLLSGGSVLDIIKHIVAKGEHKSGVLDEPTIATILREVLEGLEYLHKNGQIHRDVKAGNILLGEDGSVQIADFGVSAFLATGGDITRNKVRKTFVGTPCWMAPEVMEQVRGYDFKADIWSFGITAIELATGAAPYHKYPPMKVLMLTLQNDPPSLETGVQDKEMLKKYGKSFRKMISLCLQKDPEKRPTAAELLRHKFFQKAKNKEFL.... Result: 0 (no interaction). (4) The miRNA is hsa-miR-3162-5p with sequence UUAGGGAGUAGAAGGGUGGGGAG. The protein sequence of the target gene is MILNSSTEDGIKRIQDDCPKAGRHNYIFVMIPTLYSIIFVVGIFGNSLVVIVIYFYMKLKTVASVFLLNLALADLCFLLTLPLWAVYTAMEYRWPFGNYLCKIASASVSFNLYASVFLLTCLSIDRYLAIVHPMKSRLRRTMLVAKVTCIIIWLLAGLASLPAIIHRNVFFIENTNITVCAFHYESQNSTLPIGLGLTKNILGFLFPFLIILTSYTLIWKALKKAYEIQKNKPRNDDIFKIIMAIVLFFFFSWIPHQIFTFLDVLIQLGIIRDCRIADIVDTAMPITICIAYFNNCLNPL.... Result: 0 (no interaction). (5) The protein sequence of the target gene is MFLLLPFDSLIVNLLGISLTVLFTLLLVFIIVPAIFGVSFGIRKLYMKTLLKIFAWATLRMERGAKERNHQLYKPYTNGIIAKDPTSLEEEIKEIRRSGSSKALDKTPEFELSDIFYFCRKGMETIMDDEVTKRFSAEELESWNLLSRTNYNFQYISLRLTILWGLGVLIRYCFLLPLRIALAFTGIGLLVVGTTMVGYLPNGRFKEFLSKHVHLMCYRICVRALTAIITYHNRKNRPRNGGICVANHTSPIDVIILASDGYYAMVGQVHGGLMGVIQRAMVKACPHVWFERSEVKDRHL.... Result: 0 (no interaction). The miRNA is hsa-miR-6767-5p with sequence UCGCAGACAGGGACACAUGGAGA. (6) The miRNA is hsa-miR-148b-3p with sequence UCAGUGCAUCACAGAACUUUGU. The protein sequence of the target gene is MMAMNSKQPFGMHPVLQEPKFSSLHSGSEAMRRVCLPAPQLQGNIFGSFDESLLARAEALAAVDIVSHGKNHPFKPDATYHTMSSVPCTSTSSTVPISHPAALTSHPHHAVHQGLEGDLLEHISPTLSVSGLGAPEHSVMPAQIHPHHLGAMGHLHQAMGMSHPHTVAPHSAMPACLSDVESDPRELEAFAERFKQRRIKLGVTQADVGAALANLKIPGVGSLSQSTICRFESLTLSHNNMIALKPVLQAWLEEAEAAYREKNSKPELFNGSERKRKRTSIAAPEKRSLEAYFAIQPRPS.... Result: 1 (interaction).